Predict the product of the given reaction. From a dataset of Forward reaction prediction with 1.9M reactions from USPTO patents (1976-2016). (1) Given the reactants C([O:8][CH2:9][CH2:10][C@H:11]1[CH2:16][CH2:15][C@H:14]([C@H:17]2[CH2:21][CH2:20][CH2:19][N:18]2[C:22]2[C:27]([CH2:28][N:29]([CH2:36][C:37]3[CH:42]=[C:41]([C:43]([F:46])([F:45])[F:44])[CH:40]=[C:39]([C:47]([F:50])([F:49])[F:48])[CH:38]=3)[C:30]3[N:31]=[N:32][N:33]([CH3:35])[N:34]=3)=C[C:25]([C:51]([F:54])(F)F)=[CH:24][N:23]=2)[CH2:13][CH2:12]1)C1C=CC=CC=1.B(Br)(Br)Br, predict the reaction product. The product is: [F:44][C:43]([F:46])([F:45])[C:41]1[CH:42]=[C:37]([CH:38]=[C:39]([C:47]([F:49])([F:50])[F:48])[CH:40]=1)[CH2:36][N:29]([CH2:28][C:27]1[C:22]([N:18]2[CH2:19][CH2:20][CH2:21][C@@H:17]2[C@H:14]2[CH2:13][CH2:12][C@H:11]([CH2:10][CH2:9][OH:8])[CH2:16][CH2:15]2)=[N:23][C:24]2[C:40]([CH:39]=1)=[CH:41][C:43]([F:44])=[C:51]([F:54])[CH:25]=2)[C:30]1[N:31]=[N:32][N:33]([CH3:35])[N:34]=1. (2) Given the reactants O[C:2]1([OH:20])[C:10](=[O:11])[C:9]2[C:4](=[CH:5][CH:6]=[C:7]([N+:16]([O-:18])=[O:17])[C:8]=2[NH:12][C:13](=[O:15])[CH3:14])[C:3]1=[O:19].[Se]=O.CC(O)=O.[CH:27]([C:30]1[CH:35]=[CH:34][CH:33]=[C:32]([O:36][CH3:37])[CH:31]=1)([CH3:29])[CH3:28], predict the reaction product. The product is: [OH:20][C:2]1([C:33]2[CH:34]=[CH:35][C:30]([CH:27]([CH3:29])[CH3:28])=[CH:31][C:32]=2[O:36][CH3:37])[C:10](=[O:11])[C:9]2[C:4](=[CH:5][CH:6]=[C:7]([N+:16]([O-:18])=[O:17])[C:8]=2[NH:12][C:13](=[O:15])[CH3:14])[C:3]1=[O:19].